This data is from Full USPTO retrosynthesis dataset with 1.9M reactions from patents (1976-2016). The task is: Predict the reactants needed to synthesize the given product. (1) Given the product [O:11]=[C:1]1[C:2]2[C:3](=[CH:7][CH:8]=[CH:9][CH:10]=2)[C:4](=[O:6])[N:12]1[C:13]1[N:18]=[CH:17][C:16](/[CH:19]=[CH:20]/[C:21]([N:23]([CH3:35])[CH2:24][C:25]2[N:26]([CH3:34])[C:27]3[C:32]([CH:33]=2)=[CH:31][CH:30]=[CH:29][CH:28]=3)=[O:22])=[CH:15][CH:14]=1, predict the reactants needed to synthesize it. The reactants are: [C:1]1(=[O:11])[O:6][C:4](=O)[C:3]2=[CH:7][CH:8]=[CH:9][CH:10]=[C:2]12.[NH2:12][C:13]1[N:18]=[CH:17][C:16](/[CH:19]=[CH:20]/[C:21]([N:23]([CH3:35])[CH2:24][C:25]2[N:26]([CH3:34])[C:27]3[C:32]([CH:33]=2)=[CH:31][CH:30]=[CH:29][CH:28]=3)=[O:22])=[CH:15][CH:14]=1.C(=O)(O)[O-].[Na+]. (2) Given the product [C:1]([O:5][C:6](=[O:34])[C:7]1[CH:12]=[CH:11][C:10]([C:13]2[CH2:14][C@:15]([C:24]3[CH:29]=[C:28]([Cl:30])[CH:27]=[C:26]([Cl:31])[CH:25]=3)([C:16]([F:19])([F:18])[F:17])[CH2:20][N:21]=2)=[CH:9][C:8]=1[CH3:33])([CH3:4])([CH3:3])[CH3:2], predict the reactants needed to synthesize it. The reactants are: [C:1]([O:5][C:6](=[O:34])[C:7]1[CH:12]=[CH:11][C:10]([C:13](=O)[CH2:14][C@@:15]([C:24]2[CH:29]=[C:28]([Cl:30])[CH:27]=[C:26]([Cl:31])[CH:25]=2)([CH2:20][N+:21]([O-])=O)[C:16]([F:19])([F:18])[F:17])=[CH:9][C:8]=1[CH3:33])([CH3:4])([CH3:3])[CH3:2].Cl. (3) Given the product [CH3:3][N:4]([CH:7]=[C:6]1[C:2](=[O:1])[CH2:3][N:4]([C:7]([O:9][C:10]([CH3:13])([CH3:12])[CH3:11])=[O:8])[CH2:5]1)[CH3:5], predict the reactants needed to synthesize it. The reactants are: [O:1]=[C:2]1[CH2:6][CH2:5][N:4]([C:7]([O:9][C:10]([CH3:13])([CH3:12])[CH3:11])=[O:8])[CH2:3]1. (4) Given the product [Br:28][C:29]1[CH:30]=[CH:31][C:32]([C@@H:35]([OH:41])[CH2:36][CH2:37][CH2:38][CH2:39][CH3:40])=[CH:33][CH:34]=1, predict the reactants needed to synthesize it. The reactants are: B.C1COCC1.B1(C)OC(C2C=CC=CC=2)(C2C=CC=CC=2)[C@@H]2N1CCC2.[Br:28][C:29]1[CH:34]=[CH:33][C:32]([C:35](=[O:41])[CH2:36][CH2:37][CH2:38][CH2:39][CH3:40])=[CH:31][CH:30]=1. (5) Given the product [CH3:1][O:2][C:3](=[O:11])[CH2:4][CH2:5][C:6]1[N:7]=[CH:8][N:9]([CH2:19][C:20]2[CH:24]=[C:23]([C:25]3[S:26][C:27]([Cl:30])=[CH:28][CH:29]=3)[O:22][N:21]=2)[CH:10]=1, predict the reactants needed to synthesize it. The reactants are: [CH3:1][O:2][C:3](=[O:11])[CH2:4][CH2:5][C:6]1[N:7]=[CH:8][NH:9][CH:10]=1.C([O-])([O-])=O.[K+].[K+].Br[CH2:19][C:20]1[CH:24]=[C:23]([C:25]2[S:26][C:27]([Cl:30])=[CH:28][CH:29]=2)[O:22][N:21]=1. (6) Given the product [CH3:1][C:2]1([CH3:20])[O:19][CH:5]2[CH2:6][NH:7][CH2:8][CH:4]2[O:3]1, predict the reactants needed to synthesize it. The reactants are: [CH3:1][C:2]1([CH3:20])[O:19][CH:5]2[CH2:6][N:7](C(OCC3C=CC=CC=3)=O)[CH2:8][CH:4]2[O:3]1.C([O-])([O-])=O.[K+].[K+]. (7) Given the product [F:34][C:35]1[CH:36]=[C:37]([N:50]2[CH2:55][CH2:54][N:53]([C:56]([O:58][C:59]([CH3:62])([CH3:61])[CH3:60])=[O:57])[CH2:52][CH2:51]2)[CH:38]=[CH:39][C:40]=1[C:2]1[CH:3]=[C:4]2[C:10]([C:11]3[CH:12]=[N:13][N:14]([CH2:16][C:17]4[CH:22]=[CH:21][CH:20]=[C:19]([F:23])[CH:18]=4)[CH:15]=3)=[CH:9][N:8]([S:24]([C:27]3[CH:28]=[CH:29][C:30]([CH3:31])=[CH:32][CH:33]=3)(=[O:25])=[O:26])[C:5]2=[N:6][CH:7]=1, predict the reactants needed to synthesize it. The reactants are: Br[C:2]1[CH:3]=[C:4]2[C:10]([C:11]3[CH:12]=[N:13][N:14]([CH2:16][C:17]4[CH:22]=[CH:21][CH:20]=[C:19]([F:23])[CH:18]=4)[CH:15]=3)=[CH:9][N:8]([S:24]([C:27]3[CH:33]=[CH:32][C:30]([CH3:31])=[CH:29][CH:28]=3)(=[O:26])=[O:25])[C:5]2=[N:6][CH:7]=1.[F:34][C:35]1[CH:36]=[C:37]([N:50]2[CH2:55][CH2:54][N:53]([C:56]([O:58][C:59]([CH3:62])([CH3:61])[CH3:60])=[O:57])[CH2:52][CH2:51]2)[CH:38]=[CH:39][C:40]=1B1OC(C)(C)C(C)(C)O1.C(=O)([O-])[O-].[Na+].[Na+].